This data is from Catalyst prediction with 721,799 reactions and 888 catalyst types from USPTO. The task is: Predict which catalyst facilitates the given reaction. (1) Reactant: O.C(=O)(O)[O-].[Na+].[NH:7]1[CH2:12][CH2:11][CH:10]([C:13]([OH:15])=[O:14])[CH2:9][CH2:8]1.[C:16](Cl)([O:18][CH2:19][C:20]1[CH:25]=[CH:24][CH:23]=[CH:22][CH:21]=1)=[O:17]. Product: [CH2:19]([O:18][C:16]([N:7]1[CH2:12][CH2:11][CH:10]([C:13]([OH:15])=[O:14])[CH2:9][CH2:8]1)=[O:17])[C:20]1[CH:25]=[CH:24][CH:23]=[CH:22][CH:21]=1. The catalyst class is: 1. (2) Reactant: [C:1]1([C:7](=[O:17])[CH2:8][C:9](=[O:16])[C:10](=[O:15])[CH2:11][C:12](=[O:14])[CH3:13])[CH:6]=[CH:5][CH:4]=[CH:3][CH:2]=1.C(O)(=O)C.C(O)(=O)C.IC1C=CC=CC=1.C(O)(=O)C. Product: [C:12]([C:11]1[O:17][C:7]([C:1]2[CH:2]=[CH:3][CH:4]=[CH:5][CH:6]=2)=[CH:8][C:9](=[O:16])[C:10]=1[OH:15])(=[O:14])[CH3:13]. The catalyst class is: 6. (3) Reactant: [Br:1][C:2]1[CH:7]=[C:6]([Cl:8])[C:5](I)=[CH:4][C:3]=1[NH2:10].CC1(C)C2C(=C(P(C3C=CC=CC=3)C3C=CC=CC=3)C=CC=2)OC2C(P(C3C=CC=CC=3)C3C=CC=CC=3)=CC=CC1=2.CCN(C(C)C)C(C)C.[CH3:62][S-:63].[Na+]. Product: [Br:1][C:2]1[CH:7]=[C:6]([Cl:8])[C:5]([S:63][CH3:62])=[CH:4][C:3]=1[NH2:10]. The catalyst class is: 62. (4) Reactant: [Cl:1][C:2]1[N:7]=[C:6]([C:8]2[S:12][C:11]([N:13]3[CH2:18][CH2:17]N(C)C[CH2:14]3)=[N:10][C:9]=2[C:20]2[CH:21]=[C:22]([NH:26][C:27](=[O:36])[C:28]3[C:33]([F:34])=[CH:32][CH:31]=[CH:30][C:29]=3[F:35])[CH:23]=[CH:24][CH:25]=2)[CH:5]=[CH:4][N:3]=1.C1C(=O)N(Br)C(=O)C1.N1(C(=S)N)CCC1. Product: [N:13]1([C:11]2[S:12][C:8]([C:6]3[CH:5]=[CH:4][N:3]=[C:2]([Cl:1])[N:7]=3)=[C:9]([C:20]3[CH:21]=[C:22]([NH:26][C:27](=[O:36])[C:28]4[C:29]([F:35])=[CH:30][CH:31]=[CH:32][C:33]=4[F:34])[CH:23]=[CH:24][CH:25]=3)[N:10]=2)[CH2:18][CH2:17][CH2:14]1. The catalyst class is: 12. (5) Reactant: [Cl:1][C:2]1[C:3]2[C:17]([C:18]#[C:19][CH2:20]O)=[CH:16][N:15]([CH2:22][C:23]3[C:28]([CH3:29])=[C:27]([O:30][CH3:31])[C:26]([CH3:32])=[CH:25][N:24]=3)[C:4]=2[N:5]=[C:6]([NH:8][C:9](=[O:14])[C:10]([CH3:13])([CH3:12])[CH3:11])[N:7]=1.CS(Cl)(=O)=O.S([O-])(=O)(=O)C.[CH2:43]([NH:47][CH2:48][CH:49]([CH3:51])[CH3:50])[CH:44]([CH3:46])[CH3:45]. Product: [Cl:1][C:2]1[C:3]2[C:17]([C:18]#[C:19][CH2:20][N:47]([CH2:48][CH:49]([CH3:51])[CH3:50])[CH2:43][CH:44]([CH3:46])[CH3:45])=[CH:16][N:15]([CH2:22][C:23]3[C:28]([CH3:29])=[C:27]([O:30][CH3:31])[C:26]([CH3:32])=[CH:25][N:24]=3)[C:4]=2[N:5]=[C:6]([NH:8][C:9](=[O:14])[C:10]([CH3:11])([CH3:12])[CH3:13])[N:7]=1. The catalyst class is: 624. (6) Reactant: [Br:1][C:2]1[CH:7]=[CH:6][C:5]([S:8](Cl)(=[O:10])=[O:9])=[CH:4][CH:3]=1.CN.[CH2:14]([N:16](CC)CC)C. Product: [Br:1][C:2]1[CH:7]=[CH:6][C:5]([S:8]([NH:16][CH3:14])(=[O:10])=[O:9])=[CH:4][CH:3]=1. The catalyst class is: 1.